This data is from Forward reaction prediction with 1.9M reactions from USPTO patents (1976-2016). The task is: Predict the product of the given reaction. Given the reactants [OH:1][C:2]1[CH:7]=[CH:6][C:5]([NH:8][C:9](=[O:15])[O:10][C:11]([CH3:14])([CH3:13])[CH3:12])=[CH:4][CH:3]=1.I[CH2:17][CH2:18][O:19][CH2:20][CH2:21][O:22][CH2:23][C:24]#[CH:25].C([O-])([O-])=O.[K+].[K+].C(=O)(O)[O-].[Na+], predict the reaction product. The product is: [CH2:23]([O:22][CH2:21][CH2:20][O:19][CH2:18][CH2:17][O:1][C:2]1[CH:3]=[CH:4][C:5]([NH:8][C:9](=[O:15])[O:10][C:11]([CH3:12])([CH3:14])[CH3:13])=[CH:6][CH:7]=1)[C:24]#[CH:25].